From a dataset of Catalyst prediction with 721,799 reactions and 888 catalyst types from USPTO. Predict which catalyst facilitates the given reaction. (1) Reactant: [NH2:1][CH2:2][CH:3]1[CH:9]([C:10]2[CH:15]=[CH:14][C:13]([Cl:16])=[C:12]([Cl:17])[CH:11]=2)[O:8][CH2:7][CH2:6][N:5]([C:18]([O:20][C:21]([CH3:24])([CH3:23])[CH3:22])=[O:19])[CH2:4]1.C(N(CC)CC)C.[CH3:32][S:33](Cl)(=[O:35])=[O:34]. Product: [Cl:17][C:12]1[CH:11]=[C:10]([CH:9]2[O:8][CH2:7][CH2:6][N:5]([C:18]([O:20][C:21]([CH3:24])([CH3:23])[CH3:22])=[O:19])[CH2:4][CH:3]2[CH2:2][NH:1][S:33]([CH3:32])(=[O:35])=[O:34])[CH:15]=[CH:14][C:13]=1[Cl:16]. The catalyst class is: 1. (2) Reactant: [CH3:1][O:2][C:3]([NH:5][C@H:6]([C:11]([N:13]1[C@@H:17]([CH3:18])[CH2:16][CH2:15][C@H:14]1[C:19]1[NH:20][C:21]([C:24]2[CH:29]=[C:28]3[CH2:30][O:31][C:32]4[CH:59]=[C:58]5[C:35]([CH:36]=[CH:37][C:38]6[N:42]=[C:41]([C@@H:43]7[CH2:47][C@H:46]([CH2:48][O:49][CH3:50])[CH2:45][N:44]7[C:51](OC(C)(C)C)=[O:52])[NH:40][C:39]=65)=[CH:34][C:33]=4[C:27]3=[CH:26][CH:25]=2)=[CH:22][N:23]=1)=[O:12])[C@H:7]([CH2:9][CH3:10])[CH3:8])=[O:4].Cl.[CH3:61][O:62][C:63]([NH:65][C@H:66]([C:70]1[CH:75]=[CH:74][CH:73]=[CH:72][CH:71]=1)C(O)=O)=[O:64].CCN(C(C)C)C(C)C.CCOC(C(C#N)=NOC(N1CCOCC1)=[N+](C)C)=O.F[P-](F)(F)(F)(F)F. Product: [CH3:61][O:62][C:63](=[O:64])[NH:65][C@H:66]([C:70]1[CH:75]=[CH:74][CH:73]=[CH:72][CH:71]=1)[C:51]([N:44]1[CH2:45][C@@H:46]([CH2:48][O:49][CH3:50])[CH2:47][C@H:43]1[C:41]1[NH:40][C:39]2[C:58]3[C:35]([CH:36]=[CH:37][C:38]=2[N:42]=1)=[CH:34][C:33]1[C:27]2[C:28]([CH2:30][O:31][C:32]=1[CH:59]=3)=[CH:29][C:24]([C:21]1[NH:20][C:19]([C@@H:14]3[CH2:15][CH2:16][C@H:17]([CH3:18])[N:13]3[C:11](=[O:12])[C@@H:6]([NH:5][C:3]([O:2][CH3:1])=[O:4])[C@@H:7]([CH3:8])[CH2:9][CH3:10])=[N:23][CH:22]=1)=[CH:25][CH:26]=2)=[O:52]. The catalyst class is: 61. (3) Reactant: C1(O[C:8](=[O:30])[NH:9][C:10]2[N:11]([C:19]3[CH:24]=[CH:23][CH:22]=[C:21]([O:25][CH2:26][CH2:27][CH2:28][OH:29])[CH:20]=3)[N:12]=[C:13]([C:15]([CH3:18])([CH3:17])[CH3:16])[CH:14]=2)C=CC=CC=1.[N:31]1[CH:36]=[CH:35][C:34]([O:37][C:38]2[CH:43]=[CH:42][C:41]([NH2:44])=[CH:40][CH:39]=2)=[CH:33][CH:32]=1. Product: [C:15]([C:13]1[CH:14]=[C:10]([NH:9][C:8]([NH:44][C:41]2[CH:40]=[CH:39][C:38]([O:37][C:34]3[CH:35]=[CH:36][N:31]=[CH:32][CH:33]=3)=[CH:43][CH:42]=2)=[O:30])[N:11]([C:19]2[CH:24]=[CH:23][CH:22]=[C:21]([O:25][CH2:26][CH2:27][CH2:28][OH:29])[CH:20]=2)[N:12]=1)([CH3:17])([CH3:18])[CH3:16]. The catalyst class is: 1. (4) Reactant: CS(O[CH2:6][CH2:7][C:8]1([CH2:22][CH2:23]OS(C)(=O)=O)[CH2:14][CH2:13][CH2:12][N:11]([C:15]([O:17][C:18]([CH3:21])([CH3:20])[CH3:19])=[O:16])[CH2:10][CH2:9]1)(=O)=O.[NH3:29]. Product: [CH2:7]1[C:8]2([CH2:14][CH2:13][CH2:12][N:11]([C:15]([O:17][C:18]([CH3:21])([CH3:20])[CH3:19])=[O:16])[CH2:10][CH2:9]2)[CH2:22][CH2:23][NH:29][CH2:6]1. The catalyst class is: 5. (5) Reactant: Br[C:2]1[CH:7]=[CH:6][N:5]=[CH:4][C:3]=1[N:8]([CH3:25])[C:9](=[O:24])[C:10]1[CH:15]=[C:14]([C:16]([F:19])([F:18])[F:17])[CH:13]=[C:12]([C:20]([F:23])([F:22])[F:21])[CH:11]=1.[CH3:26][O:27][C:28]1[C:33](B(O)O)=[CH:32][CH:31]=[CH:30][N:29]=1. Product: [CH3:26][O:27][C:28]1[C:33]([C:2]2[CH:7]=[CH:6][N:5]=[CH:4][C:3]=2[N:8]([CH3:25])[C:9](=[O:24])[C:10]2[CH:15]=[C:14]([C:16]([F:19])([F:18])[F:17])[CH:13]=[C:12]([C:20]([F:23])([F:22])[F:21])[CH:11]=2)=[CH:32][CH:31]=[CH:30][N:29]=1. The catalyst class is: 3. (6) Reactant: C[O:2][C:3]1[C:11]2[O:10][C:9]([CH3:12])=[N:8][C:7]=2[CH:6]=[C:5]([C:13]([O:15]C)=[O:14])[CH:4]=1.[OH-].[Li+]. The catalyst class is: 8. Product: [OH:2][C:3]1[C:11]2[O:10][C:9]([CH3:12])=[N:8][C:7]=2[CH:6]=[C:5]([C:13]([OH:15])=[O:14])[CH:4]=1. (7) Reactant: [NH2:1][C:2]1[CH:3]=[C:4]([C:10]2[CH:17]=[CH:16][C:13]([C:14]#[N:15])=[CH:12][CH:11]=2)[C:5](Cl)=[N:6][C:7]=1[CH3:8].C([O-])([O-])=O.[Na+].[Na+]. Product: [NH2:1][C:2]1[CH:3]=[C:4]([C:10]2[CH:17]=[CH:16][C:13]([C:14]#[N:15])=[CH:12][CH:11]=2)[C:5]([C:13]2[CH:16]=[CH:17][C:10]([CH3:4])=[CH:11][CH:12]=2)=[N:6][C:7]=1[CH3:8]. The catalyst class is: 117. (8) Reactant: CS([O:5][CH2:6][CH2:7][N:8]1[CH2:13][CH2:12][O:11][CH2:10][CH2:9]1)(=O)=O.[F:14][C:15]1[CH:16]=[CH:17][C:18]([N+:22]([O-:24])=[O:23])=[C:19](O)[CH:20]=1.C(=O)([O-])[O-].[Cs+].[Cs+].CC(N(C)C)=O. Product: [F:14][C:15]1[CH:20]=[CH:19][C:18]([N+:22]([O-:24])=[O:23])=[C:17]([CH:16]=1)[O:5][CH2:6][CH2:7][N:8]1[CH2:13][CH2:12][O:11][CH2:10][CH2:9]1. The catalyst class is: 13. (9) Reactant: [NH2:1][C:2]1[C:14]2[C:13]3[C:8](=[CH:9][CH:10]=[C:11]([Cl:15])[CH:12]=3)[NH:7][C:6]=2[CH:5]=[N:4][CH:3]=1.C1COCC1.[F:21][C:22]([F:33])([F:32])[C:23](O[C:23](=[O:24])[C:22]([F:33])([F:32])[F:21])=[O:24]. Product: [Cl:15][C:11]1[CH:12]=[C:13]2[C:8](=[CH:9][CH:10]=1)[NH:7][C:6]1[CH:5]=[N:4][CH:3]=[C:2]([NH:1][C:23](=[O:24])[C:22]([F:33])([F:32])[F:21])[C:14]2=1. The catalyst class is: 17. (10) Reactant: [H-].[Al+3].[Li+].[H-].[H-].[H-].[CH3:7][S:8][C:9]1[N:14]=[C:13]([NH:15][CH2:16][C:17]2[CH:22]=[CH:21][C:20]([O:23][CH3:24])=[C:19]([Cl:25])[CH:18]=2)[C:12]([C:26](OCC)=[O:27])=[CH:11][N:10]=1. Product: [CH3:7][S:8][C:9]1[N:14]=[C:13]([NH:15][CH2:16][C:17]2[CH:22]=[CH:21][C:20]([O:23][CH3:24])=[C:19]([Cl:25])[CH:18]=2)[C:12]([CH2:26][OH:27])=[CH:11][N:10]=1. The catalyst class is: 7.